Dataset: Retrosynthesis with 50K atom-mapped reactions and 10 reaction types from USPTO. Task: Predict the reactants needed to synthesize the given product. (1) The reactants are: COC(=O)CCN1CCCC[C@H]1COc1ccc(Oc2ccc(Cl)cc2)cc1. Given the product O=C(O)CCN1CCCC[C@H]1COc1ccc(Oc2ccc(Cl)cc2)cc1, predict the reactants needed to synthesize it. (2) Given the product CC(C)[C@@H]1CN(c2nc(C3CC3)c(Nc3cc(Cl)ccn3)cc2C#N)CCN1C(=O)OC(C)(C)C, predict the reactants needed to synthesize it. The reactants are: CC(C)[C@@H]1CN(c2nc(C3CC3)c(N)cc2C#N)CCN1C(=O)OC(C)(C)C.Clc1ccnc(Br)c1. (3) Given the product COc1ccc(C(C)(C)C(=O)NNC(=S)Nc2ccc(F)cc2)cc1OC, predict the reactants needed to synthesize it. The reactants are: COc1ccc(C(C)(C)C(=O)NN)cc1OC.Fc1ccc(N=C=S)cc1. (4) Given the product CCOC(=O)c1ccc(C#Cc2ccc3c(c2)C(O)CCC3(C)C)nc1, predict the reactants needed to synthesize it. The reactants are: CCOC(=O)c1ccc(C#Cc2ccc3c(c2)C(=O)CCC3(C)C)nc1. (5) Given the product CCOC(=O)CN1CCC(N2CCN(C(=O)[C@@H](Cc3cc(C)c(O)c(C)c3)OC(=O)N3CCC(N4CCc5ccccc5NC4=O)CC3)CC2)CC1, predict the reactants needed to synthesize it. The reactants are: CCOC(=O)CN1CCC(N2CCN(C(=O)[C@@H](Cc3cc(C)c(OCc4ccccc4)c(C)c3)OC(=O)N3CCC(N4CCc5ccccc5NC4=O)CC3)CC2)CC1. (6) Given the product CC(N)Cc1n[nH]c2ccc(OC(=O)C(C)C)cc12, predict the reactants needed to synthesize it. The reactants are: CC(Cc1n[nH]c2ccc(OC(=O)C(C)C)cc12)NC(=O)OCC1c2ccccc2-c2ccccc21. (7) Given the product O=C1c2ccccc2C(=O)N1Cc1ccc(I)cc1Cl, predict the reactants needed to synthesize it. The reactants are: Clc1cc(I)ccc1CBr.O=C1NC(=O)c2ccccc21.